Dataset: Carcinogenicity classification data from Lagunin et al.. Task: Regression/Classification. Given a drug SMILES string, predict its toxicity properties. Task type varies by dataset: regression for continuous values (e.g., LD50, hERG inhibition percentage) or binary classification for toxic/non-toxic outcomes (e.g., AMES mutagenicity, cardiotoxicity, hepatotoxicity). Dataset: carcinogens_lagunin. (1) The compound is CC(=O)C(/N=N\c1ccc(Cl)cc1Cl)C(=O)Nc1ccc(-c2ccc(NC(=O)C(/N=N/c3ccc(Cl)cc3Cl)C(C)=O)c(C)c2)cc1C. The result is 1 (carcinogenic). (2) The molecule is CCN(Cc1cccc(S(=O)(=O)O)c1)c1ccc(C(=C2C=CC(=[N+](CC)Cc3cccc(S(=O)(=O)[O-])c3)C=C2)c2ccccc2S(=O)(=O)O)cc1. The result is 1 (carcinogenic). (3) The drug is CN(C)CCCSC(=N)N. The result is 0 (non-carcinogenic). (4) The compound is COc1cc2c(c(OC)c1OC)-c1ccc(O)c(=O)cc1[C@@H](N)CC2. The result is 0 (non-carcinogenic).